Dataset: Peptide-MHC class II binding affinity with 134,281 pairs from IEDB. Task: Regression. Given a peptide amino acid sequence and an MHC pseudo amino acid sequence, predict their binding affinity value. This is MHC class II binding data. The peptide sequence is VSLIAALKGMINLWK. The MHC is DRB4_0101 with pseudo-sequence DRB4_0103. The binding affinity (normalized) is 0.608.